Dataset: Catalyst prediction with 721,799 reactions and 888 catalyst types from USPTO. Task: Predict which catalyst facilitates the given reaction. (1) Reactant: [F:1][C:2]1[CH:7]=[C:6]([S:8]([CH3:11])(=[O:10])=[O:9])[CH:5]=[CH:4][C:3]=1[C:12]1[S:13][C:14]2[CH:20]=[CH:19][C:18]([CH:21]3[CH2:26][CH2:25][N:24](C(OC(C)(C)C)=O)[CH2:23][CH2:22]3)=[CH:17][C:15]=2[N:16]=1.[C:34]([OH:40])([C:36]([F:39])([F:38])[F:37])=[O:35]. Product: [F:37][C:36]([F:39])([F:38])[C:34]([OH:40])=[O:35].[F:1][C:2]1[CH:7]=[C:6]([S:8]([CH3:11])(=[O:9])=[O:10])[CH:5]=[CH:4][C:3]=1[C:12]1[S:13][C:14]2[CH:20]=[CH:19][C:18]([CH:21]3[CH2:26][CH2:25][NH:24][CH2:23][CH2:22]3)=[CH:17][C:15]=2[N:16]=1. The catalyst class is: 2. (2) Reactant: [F:1][CH2:2][O:3][C:4]1[CH:13]=[CH:12][C:7]([C:8](OC)=[O:9])=[CH:6][C:5]=1[C:14]([F:17])([F:16])[F:15].[H-].[H-].[H-].[H-].[Li+].[Al+3]. Product: [F:1][CH2:2][O:3][C:4]1[CH:13]=[CH:12][C:7]([CH2:8][OH:9])=[CH:6][C:5]=1[C:14]([F:15])([F:16])[F:17]. The catalyst class is: 2.